From a dataset of Peptide-MHC class II binding affinity with 134,281 pairs from IEDB. Regression. Given a peptide amino acid sequence and an MHC pseudo amino acid sequence, predict their binding affinity value. This is MHC class II binding data. (1) The peptide sequence is LESDMIIPKSLAGPI. The MHC is DRB1_1302 with pseudo-sequence DRB1_1302. The binding affinity (normalized) is 0.223. (2) The peptide sequence is ILLQYVVKSFD. The MHC is HLA-DQA10102-DQB10602 with pseudo-sequence HLA-DQA10102-DQB10602. The binding affinity (normalized) is 0. (3) The peptide sequence is RNITGTSSTPEAVSL. The MHC is DRB3_0202 with pseudo-sequence DRB3_0202. The binding affinity (normalized) is 0.159. (4) The MHC is DRB1_0101 with pseudo-sequence DRB1_0101. The peptide sequence is FRNIVNMLHGVRDGL. The binding affinity (normalized) is 0.843. (5) The peptide sequence is GELIIVDKIDAAFKI. The MHC is DRB1_0701 with pseudo-sequence DRB1_0701. The binding affinity (normalized) is 0.744. (6) The peptide sequence is EKKYFAATVFEPLAA. The MHC is HLA-DQA10501-DQB10301 with pseudo-sequence HLA-DQA10501-DQB10301. The binding affinity (normalized) is 0.497.